From a dataset of Forward reaction prediction with 1.9M reactions from USPTO patents (1976-2016). Predict the product of the given reaction. (1) Given the reactants [OH-:1].[Na+].[CH2:3]([N:10]([CH3:20])[C:11]1([C:18]#[N:19])[CH2:14][N:13]([C:15]([O-:17])=[O:16])[CH2:12]1)[C:4]1[CH:9]=[CH:8][CH:7]=[CH:6][CH:5]=1.OO, predict the reaction product. The product is: [NH2:19][C:18]([C:11]1([N:10]([CH2:3][C:4]2[CH:5]=[CH:6][CH:7]=[CH:8][CH:9]=2)[CH3:20])[CH2:14][N:13]([C:15]([O:17][C:4]([CH3:9])([CH3:5])[CH3:3])=[O:16])[CH2:12]1)=[O:1]. (2) Given the reactants [CH2:1]([O:8][C:9]1[CH:10]=[C:11]([CH:15]=[CH:16][CH:17]=1)[C:12](O)=[O:13])[C:2]1[CH:7]=[CH:6][CH:5]=[CH:4][CH:3]=1.C(Cl)(=O)C([Cl:21])=O.Cl, predict the reaction product. The product is: [CH2:1]([O:8][C:9]1[CH:10]=[C:11]([CH:15]=[CH:16][CH:17]=1)[C:12]([Cl:21])=[O:13])[C:2]1[CH:7]=[CH:6][CH:5]=[CH:4][CH:3]=1. (3) Given the reactants [Cl:1][C:2]1[C:3]([NH:17][CH2:18][CH2:19][C:20]2[CH:25]=[CH:24][CH:23]=[C:22]([O:26]C)[CH:21]=2)=[N:4][C:5]([NH:8][C:9]2[CH:10]=[C:11]([CH2:15]O)[CH:12]=[CH:13][CH:14]=2)=[N:6][CH:7]=1.B(Br)(Br)[Br:29].O, predict the reaction product. The product is: [Br:29][CH2:15][C:11]1[CH:10]=[C:9]([NH:8][C:5]2[N:4]=[C:3]([NH:17][CH2:18][CH2:19][C:20]3[CH:21]=[C:22]([OH:26])[CH:23]=[CH:24][CH:25]=3)[C:2]([Cl:1])=[CH:7][N:6]=2)[CH:14]=[CH:13][CH:12]=1. (4) Given the reactants O[CH2:2][C:3]1[N:4]=[C:5]2[C:10]([N:11]3[CH2:16][CH2:15][O:14][CH2:13][CH2:12]3)=[CH:9][CH:8]=[N:7][N:6]2[C:17]=1[C:18]1[CH:19]=[CH:20][C:21]([N:24]2[CH2:29][CH2:28][N:27]([C:30]([O:32][C:33]([CH3:36])([CH3:35])[CH3:34])=[O:31])[CH2:26][CH2:25]2)=[N:22][CH:23]=1.CC(OI1(OC(C)=O)(OC(C)=O)OC(=O)C2C=CC=CC1=2)=O.[CH3:59][C:60]1[CH:69]=[CH:68][C:67]2[C:62](=[CH:63][CH:64]=[CH:65][CH:66]=2)[N:61]=1.C[Si](Cl)(C)C.C([O-])(O)=O.[Na+], predict the reaction product. The product is: [O:14]1[CH2:13][CH2:12][N:11]([C:10]2[C:5]3[N:6]([C:17]([C:18]4[CH:19]=[CH:20][C:21]([N:24]5[CH2:29][CH2:28][N:27]([C:30]([O:32][C:33]([CH3:35])([CH3:34])[CH3:36])=[O:31])[CH2:26][CH2:25]5)=[N:22][CH:23]=4)=[C:3](/[CH:2]=[CH:59]/[C:60]4[CH:69]=[CH:68][C:67]5[C:62](=[CH:63][CH:64]=[CH:65][CH:66]=5)[N:61]=4)[N:4]=3)[N:7]=[CH:8][CH:9]=2)[CH2:16][CH2:15]1. (5) Given the reactants [CH3:1][C:2]1[C:10]2[C:5](=[CH:6][CH:7]=[CH:8][CH:9]=2)[NH:4][CH:3]=1.[CH3:11][N:12]([CH3:34])[C:13]1([C:28]2[CH:33]=[CH:32][CH:31]=[CH:30][CH:29]=2)[CH2:18][CH2:17][C:16]([C:20]2[CH:25]=[CH:24][CH:23]=[C:22]([O:26][CH3:27])[CH:21]=2)(O)[CH2:15][CH2:14]1.FC(F)(F)S(O)(=O)=O.[OH-].[Na+], predict the reaction product. The product is: [CH3:27][O:26][C:22]1[CH:21]=[C:20]([C:16]2([C:3]3[NH:4][C:5]4[C:10]([C:2]=3[CH3:1])=[CH:9][CH:8]=[CH:7][CH:6]=4)[CH2:15][CH2:14][C:13]([N:12]([CH3:11])[CH3:34])([C:28]3[CH:33]=[CH:32][CH:31]=[CH:30][CH:29]=3)[CH2:18][CH2:17]2)[CH:25]=[CH:24][CH:23]=1. (6) Given the reactants [NH2:1][C:2]1[CH:7]=[CH:6][C:5]([B:8]2[O:16][C:13]([CH3:15])([CH3:14])[C:10]([CH3:12])([CH3:11])[O:9]2)=[CH:4][C:3]=1[O:17][CH3:18].C([Mg]Cl)C.[CH3:23][N:24]1[C:28]([C:29](OC)=[O:30])=[CH:27][C:26]2[CH:33]=[CH:34][S:35][C:25]1=2, predict the reaction product. The product is: [CH3:18][O:17][C:3]1[CH:4]=[C:5]([B:8]2[O:9][C:10]([CH3:12])([CH3:11])[C:13]([CH3:14])([CH3:15])[O:16]2)[CH:6]=[CH:7][C:2]=1[NH:1][C:29]([C:28]1[N:24]([CH3:23])[C:25]2[S:35][CH:34]=[CH:33][C:26]=2[CH:27]=1)=[O:30]. (7) Given the reactants [N+:1]([C:4]1[CH:9]=[CH:8][C:7]([C:10]([CH3:13])([CH3:12])[CH3:11])=[CH:6][C:5]=1[OH:14])([O-:3])=[O:2].[C:15]([O-])([O-])=O.[K+].[K+].IC.O, predict the reaction product. The product is: [N+:1]([C:4]1[CH:9]=[CH:8][C:7]([C:10]([CH3:11])([CH3:13])[CH3:12])=[CH:6][C:5]=1[O:14][CH3:15])([O-:3])=[O:2]. (8) Given the reactants [NH2:1][C:2]1[CH:10]=[CH:9][C:5]([C:6]([NH2:8])=[O:7])=[CH:4][C:3]=1[C:11]1[CH2:16][CH2:15][CH2:14][CH2:13][CH:12]=1.[K+].[C:18]([C:20]1[N:21]=[C:22]([C:33]([O-])=[O:34])[N:23]([CH2:25][O:26][CH2:27][CH2:28][Si:29]([CH3:32])([CH3:31])[CH3:30])[CH:24]=1)#[N:19], predict the reaction product. The product is: [C:6]([C:5]1[CH:9]=[CH:10][C:2]([NH:1][C:33]([C:22]2[N:23]([CH2:25][O:26][CH2:27][CH2:28][Si:29]([CH3:32])([CH3:31])[CH3:30])[CH:24]=[C:20]([C:18]#[N:19])[N:21]=2)=[O:34])=[C:3]([C:11]2[CH2:16][CH2:15][CH2:14][CH2:13][CH:12]=2)[CH:4]=1)(=[O:7])[NH2:8]. (9) The product is: [Cl:29][C:30]1[CH:36]=[C:35]([O:37][C:38]2[C:39]3[N:46]([CH3:47])[CH:45]=[CH:44][C:40]=3[N:41]=[CH:42][N:43]=2)[CH:34]=[CH:33][C:31]=1[NH:32][C:20]([NH:4][C:3]1[CH:5]=[C:6]([C:9]([F:10])([F:11])[F:12])[CH:7]=[CH:8][C:2]=1[F:1])=[O:21]. Given the reactants [F:1][C:2]1[CH:8]=[CH:7][C:6]([C:9]([F:12])([F:11])[F:10])=[CH:5][C:3]=1[NH2:4].N1C=CC=CC=1.Cl[C:20](OC1C=CC=CC=1)=[O:21].[Cl:29][C:30]1[CH:36]=[C:35]([O:37][C:38]2[C:39]3[N:46]([CH3:47])[CH:45]=[CH:44][C:40]=3[N:41]=[CH:42][N:43]=2)[CH:34]=[CH:33][C:31]=1[NH2:32], predict the reaction product.